This data is from Forward reaction prediction with 1.9M reactions from USPTO patents (1976-2016). The task is: Predict the product of the given reaction. Given the reactants Cl[C:2]1[C:3](=[O:22])[N:4]([C:14]2[CH:19]=[CH:18][C:17]([Cl:20])=[C:16]([Cl:21])[CH:15]=2)[C:5](=[O:13])[C:6]=1[C:7]1[CH:12]=[CH:11][CH:10]=[CH:9][CH:8]=1.[NH:23]1[CH2:28][CH2:27][O:26][CH2:25][CH2:24]1, predict the reaction product. The product is: [Cl:21][C:16]1[CH:15]=[C:14]([N:4]2[C:5](=[O:13])[C:6]([C:7]3[CH:12]=[CH:11][CH:10]=[CH:9][CH:8]=3)=[C:2]([N:23]3[CH2:28][CH2:27][O:26][CH2:25][CH2:24]3)[C:3]2=[O:22])[CH:19]=[CH:18][C:17]=1[Cl:20].